From a dataset of Catalyst prediction with 721,799 reactions and 888 catalyst types from USPTO. Predict which catalyst facilitates the given reaction. Reactant: [CH3:1][O:2][C:3]1[CH:8]=[CH:7][C:6]([C:9]#[N:10])=[CH:5][N:4]=1. Product: [CH3:1][O:2][C:3]1[N:4]=[CH:5][C:6]([CH2:9][NH2:10])=[CH:7][CH:8]=1. The catalyst class is: 7.